The task is: Predict the reaction yield, written as a fraction of the theoretical maximum amount of product (1.0 means a 100% yield; for example, 0.34 means a 34% yield).. This data is from Reaction yield outcomes from USPTO patents with 853,638 reactions. (1) The reactants are [CH2:1]([S:3](Cl)(=[O:5])=[O:4])[CH3:2].[C:7]([O:11][C:12]([N:14]([C:22]1[C:27]([C:28]#[C:29][Si:30]([CH3:33])([CH3:32])[CH3:31])=[N:26][C:25]([N:34]2[CH2:39][CH2:38][NH:37][CH2:36][CH2:35]2)=[CH:24][N:23]=1)[C:15](=[O:21])[O:16][C:17]([CH3:20])([CH3:19])[CH3:18])=[O:13])([CH3:10])([CH3:9])[CH3:8].CCN(C(C)C)C(C)C. The catalyst is CN(C=O)C. The product is [C:7]([O:11][C:12]([N:14]([C:22]1[C:27]([C:28]#[C:29][Si:30]([CH3:31])([CH3:33])[CH3:32])=[N:26][C:25]([N:34]2[CH2:35][CH2:36][N:37]([S:3]([CH2:1][CH3:2])(=[O:5])=[O:4])[CH2:38][CH2:39]2)=[CH:24][N:23]=1)[C:15](=[O:21])[O:16][C:17]([CH3:19])([CH3:20])[CH3:18])=[O:13])([CH3:8])([CH3:9])[CH3:10]. The yield is 1.00. (2) The reactants are [C:1]([N:8]1[C@@:12]([CH3:16])([C:13]([OH:15])=O)[CH2:11][O:10][C:9]1([CH3:18])[CH3:17])([O:3][C:4]([CH3:7])([CH3:6])[CH3:5])=[O:2].CN(C(ON1N=NC2C=CC=NC1=2)=[N+](C)C)C.F[P-](F)(F)(F)(F)F.CCN(C(C)C)C(C)C.[CH2:52]([O:59][C:60]1[CH:61]=[C:62]([S:66][C:67]2[CH:76]=[CH:75][C:70]([C:71]([NH:73][NH2:74])=[O:72])=[CH:69][C:68]=2[C:77]([F:80])([F:79])[F:78])[CH:63]=[CH:64][CH:65]=1)[C:53]1[CH:58]=[CH:57][CH:56]=[CH:55][CH:54]=1. The catalyst is C(Cl)Cl.CN(C=O)C. The product is [CH2:52]([O:59][C:60]1[CH:61]=[C:62]([S:66][C:67]2[CH:76]=[CH:75][C:70]([C:71]([NH:73][NH:74][C:13]([C@@:12]3([CH3:16])[CH2:11][O:10][C:9]([CH3:18])([CH3:17])[N:8]3[C:1]([O:3][C:4]([CH3:5])([CH3:6])[CH3:7])=[O:2])=[O:15])=[O:72])=[CH:69][C:68]=2[C:77]([F:80])([F:78])[F:79])[CH:63]=[CH:64][CH:65]=1)[C:53]1[CH:54]=[CH:55][CH:56]=[CH:57][CH:58]=1. The yield is 0.950. (3) The reactants are F[C:2]1[CH:16]=[CH:15][C:5]2[C:6](=[O:14])[NH:7][C:8]3[C:13]([C:4]=2[CH:3]=1)=[CH:12][CH:11]=[CH:10][N:9]=3.[Br:17][C:18]1[CH:19]=[C:20](O)C=[CH:22][CH:23]=1.[C:25](=[O:28])([O-])[O-].[K+].[K+]. The catalyst is CC(N(C)C)=O. The product is [Br:17][C:18]1[CH:19]=[CH:20][C:25]([O:28][C:2]2[CH:16]=[CH:15][C:5]3[C:6](=[O:14])[NH:7][C:8]4[C:13]([C:4]=3[CH:3]=2)=[CH:12][CH:11]=[CH:10][N:9]=4)=[CH:22][CH:23]=1. The yield is 0.0300. (4) The reactants are [N:1]1[C:10]2[C:5](=[CH:6][C:7]([C:11]#[N:12])=[CH:8][CH:9]=2)[CH:4]=[CH:3][CH:2]=1. The catalyst is N.CO.[Ni]. The product is [N:1]1[C:10]2[C:5](=[CH:6][C:7]([CH2:11][NH2:12])=[CH:8][CH:9]=2)[CH:4]=[CH:3][CH:2]=1. The yield is 0.820. (5) The reactants are [CH2:1]([O:8][C:9]([NH:11][CH2:12][CH2:13][CH:14]=O)=[O:10])[C:2]1[CH:7]=[CH:6][CH:5]=[CH:4][CH:3]=1.Cl.[CH2:17]1[C:19]2([CH2:24][CH2:23][NH:22][CH2:21][C@H:20]2[OH:25])[CH2:18]1.C(N(CC)CC)C.N1C=CC=CC=1.CC(O)=O. The catalyst is CCO.C(Cl)Cl. The product is [CH2:1]([O:8][C:9](=[O:10])[NH:11][CH2:12][CH2:13][CH2:14][N:22]1[CH2:23][CH2:24][C:19]2([CH2:17][CH2:18]2)[C@H:20]([OH:25])[CH2:21]1)[C:2]1[CH:3]=[CH:4][CH:5]=[CH:6][CH:7]=1. The yield is 0.880.